Task: Predict which catalyst facilitates the given reaction.. Dataset: Catalyst prediction with 721,799 reactions and 888 catalyst types from USPTO The catalyst class is: 70. Product: [CH3:1][C:2]1[CH:3]=[CH:4][C:5]([S:8]([O:11][CH2:12][C@H:13]2[CH2:22][CH2:21][C:20]3[C:15](=[C:16]([C:33]4[CH:34]=[C:35]([Cl:38])[CH:36]=[CH:37][C:32]=4[Cl:31])[CH:17]=[CH:18][CH:19]=3)[O:14]2)(=[O:10])=[O:9])=[CH:6][CH:7]=1. Reactant: [CH3:1][C:2]1[CH:7]=[CH:6][C:5]([S:8]([O:11][CH2:12][C@H:13]2[CH2:22][CH2:21][C:20]3[C:15](=[C:16](OS(C(F)(F)F)(=O)=O)[CH:17]=[CH:18][CH:19]=3)[O:14]2)(=[O:10])=[O:9])=[CH:4][CH:3]=1.[Cl:31][C:32]1[CH:37]=[CH:36][C:35]([Cl:38])=[CH:34][C:33]=1B(O)O.C(=O)([O-])[O-].[K+].[K+].[Cl-].[Li+].